This data is from Reaction yield outcomes from USPTO patents with 853,638 reactions. The task is: Predict the reaction yield, written as a fraction of the theoretical maximum amount of product (1.0 means a 100% yield; for example, 0.34 means a 34% yield). (1) The reactants are [Cl-].[C:2]([C:4]1[C:16]([N+:17]([O-])=O)=[CH:15][CH:14]=[CH:13][C:5]=1[O:6][CH2:7][C@@H:8]1[CH2:12][CH2:11][CH2:10][NH2+:9]1)#[N:3].[CH2:20]([N:22]=[C:23]=[O:24])[CH3:21]. No catalyst specified. The product is [NH2:17][C:16]1[C:4]([C:2]#[N:3])=[C:5]([CH:13]=[CH:14][CH:15]=1)[O:6][CH2:7][C@@H:8]1[CH2:12][CH2:11][CH2:10][N:9]1[C:23]([NH:22][CH2:20][CH3:21])=[O:24]. The yield is 1.00. (2) The reactants are [CH3:1][O:2][C:3]1[CH:45]=[CH:44][C:6]([CH2:7][N:8]([CH2:35][C:36]2[CH:41]=[CH:40][C:39]([O:42][CH3:43])=[CH:38][CH:37]=2)[C:9]2[N:14]=[C:13]([CH3:15])[N:12]=[C:11]([C:16]3[CH:17]=[C:18]([C:32](=O)[CH3:33])[CH:19]=[N:20][C:21]=3[NH:22][C:23]3[CH:24]=[N:25][C:26]([O:30][CH3:31])=[C:27]([F:29])[CH:28]=3)[N:10]=2)=[CH:5][CH:4]=1.[NH:46]1[CH2:51][CH2:50][O:49][CH2:48][CH2:47]1.[C:52]([Al](CC)CC)#[N:53].C([O-])(O)=O.[Na+]. The catalyst is C(Cl)Cl.C(O[Ti](OC(C)C)(OC(C)C)OC(C)C)(C)C.CCOC(C)=O. The product is [CH3:43][O:42][C:39]1[CH:40]=[CH:41][C:36]([CH2:35][N:8]([CH2:7][C:6]2[CH:5]=[CH:4][C:3]([O:2][CH3:1])=[CH:45][CH:44]=2)[C:9]2[N:14]=[C:13]([CH3:15])[N:12]=[C:11]([C:16]3[CH:17]=[C:18]([C:32]([N:46]4[CH2:51][CH2:50][O:49][CH2:48][CH2:47]4)([CH3:33])[C:52]#[N:53])[CH:19]=[N:20][C:21]=3[NH:22][C:23]3[CH:24]=[N:25][C:26]([O:30][CH3:31])=[C:27]([F:29])[CH:28]=3)[N:10]=2)=[CH:37][CH:38]=1. The yield is 1.00. (3) The reactants are C(NC(C)C)(C)C.C([Li])CCC.[C:13]([C:15]1([O:25][Si:26]([CH3:29])([CH3:28])[CH3:27])[CH2:24][CH2:23][C:18]2([O:22][CH2:21][CH2:20][O:19]2)[CH2:17][CH2:16]1)#[CH:14].[N:30]1[CH:31]=[N:32][N:33]2[CH:38]=[C:37]([CH:39]=[O:40])[CH:36]=[CH:35][C:34]=12. The catalyst is C1COCC1.CCCCCC. The product is [N:30]1[CH:31]=[N:32][N:33]2[CH:38]=[C:37]([CH:39]([OH:40])[C:14]#[C:13][C:15]3([O:25][Si:26]([CH3:27])([CH3:29])[CH3:28])[CH2:24][CH2:23][C:18]4([O:19][CH2:20][CH2:21][O:22]4)[CH2:17][CH2:16]3)[CH:36]=[CH:35][C:34]=12. The yield is 0.220. (4) The yield is 0.300. The product is [O:43]=[S:44]1(=[O:53])[CH2:49][CH2:48][CH:47]([C:6]([N:8]2[CH2:12][CH2:11][C@H:10]([O:13][C:14]3[CH:15]=[C:16]4[C:21](=[CH:22][C:23]=3[F:39])[N:20]=[CH:19][CH:18]=[C:17]4[C:24]3[CH:25]=[N:26][C:27]([O:33][CH3:34])=[C:28]([CH3:30])[CH:29]=3)[CH2:9]2)=[O:7])[CH2:46][CH2:45]1. The catalyst is C(Cl)Cl.C(=O)=O.CO. The reactants are C(O[C:6]([N:8]1[CH2:12][CH2:11][C@H:10]([O:13][C:14]2[C:15](F)=[C:16]3[C:21](=[CH:22][CH:23]=2)[N:20]=[CH:19][CH:18]=[C:17]3[C:24]2[CH:25]=[N:26][C:27]([O:33][CH3:34])=[C:28]([CH:30](F)F)[CH:29]=2)[CH2:9]1)=[O:7])(C)(C)C.C(O)(C(F)(F)[F:39])=O.[O:43]=[S:44]1(=[O:53])[CH2:49][CH2:48][CH:47](C(O)=O)[CH2:46][CH2:45]1.CCN(CC)CC.C(Cl)CCl.C1C=CC2N(O)N=NC=2C=1.